This data is from Forward reaction prediction with 1.9M reactions from USPTO patents (1976-2016). The task is: Predict the product of the given reaction. (1) Given the reactants [CH:1]1([C:5]2[CH:10]=[CH:9][C:8](B(O)O)=[C:7]([F:14])[C:6]=2[O:15][CH3:16])[CH2:4][CH2:3][CH2:2]1.Cl[C:18]1[N:23]=[N:22][C:21]2[NH:24][CH:25]=[CH:26][C:20]=2[CH:19]=1, predict the reaction product. The product is: [CH:1]1([C:5]2[CH:10]=[CH:9][C:8]([C:18]3[N:23]=[N:22][C:21]4[NH:24][CH:25]=[CH:26][C:20]=4[CH:19]=3)=[C:7]([F:14])[C:6]=2[O:15][CH3:16])[CH2:4][CH2:3][CH2:2]1. (2) The product is: [C:45]([O:44][C@@H:43]1[C@H:39]([O:38][C:35](=[O:37])[CH3:36])[C@@H:40]([C:52]2[N:56]=[C:55]([CH2:57][CH3:58])[O:54][N:53]=2)[O:41][C@H:42]1[N:15]1[CH:14]=[N:13][C:12]2[C:16]1=[N:17][C:18]([CH2:20][NH:21][S:22]([CH2:25][CH:26]([CH3:28])[CH3:27])(=[O:23])=[O:24])=[N:19][C:11]=2[NH:10][CH2:9][CH:8]([C:2]1[CH:3]=[CH:4][CH:5]=[CH:6][CH:7]=1)[C:29]1[CH:30]=[CH:31][CH:32]=[CH:33][CH:34]=1)(=[O:47])[CH3:46]. Given the reactants Cl.[C:2]1([CH:8]([C:29]2[CH:34]=[CH:33][CH:32]=[CH:31][CH:30]=2)[CH2:9][NH:10][C:11]2[N:19]=[C:18]([CH2:20][NH:21][S:22]([CH2:25][CH:26]([CH3:28])[CH3:27])(=[O:24])=[O:23])[N:17]=[C:16]3[C:12]=2[N:13]=[CH:14][NH:15]3)[CH:7]=[CH:6][CH:5]=[CH:4][CH:3]=1.[C:35]([O:38][C@H:39]1[C@@H:43]([O:44][C:45](=[O:47])[CH3:46])[C@H:42](OC(=O)C)[O:41][C@@H:40]1[C:52]1[N:56]=[C:55]([CH2:57][CH3:58])[O:54][N:53]=1)(=[O:37])[CH3:36], predict the reaction product. (3) Given the reactants [Cl:1][C:2]1[CH:7]=[C:6]([Cl:8])[CH:5]=[CH:4][C:3]=1[C:9]1[C:14]([N:15]2[CH2:20][CH2:19][N:18](C(OC(C)(C)C)=O)[CH2:17][CH2:16]2)=[CH:13][N:12]=[C:11]([NH:28][CH2:29][CH2:30][NH:31][C:32]2[CH:37]=[CH:36][C:35]([N+:38]([O-:40])=[O:39])=[CH:34][N:33]=2)[N:10]=1.Cl, predict the reaction product. The product is: [Cl:1][C:2]1[CH:7]=[C:6]([Cl:8])[CH:5]=[CH:4][C:3]=1[C:9]1[C:14]([N:15]2[CH2:16][CH2:17][NH:18][CH2:19][CH2:20]2)=[CH:13][N:12]=[C:11]([NH:28][CH2:29][CH2:30][NH:31][C:32]2[CH:37]=[CH:36][C:35]([N+:38]([O-:40])=[O:39])=[CH:34][N:33]=2)[N:10]=1. (4) Given the reactants O.[OH-].[Li+].[F:4][C:5]1[CH:10]=[CH:9][CH:8]=[CH:7][C:6]=1[C:11]1[N:12]=[N:13][N:14]([CH3:31])[C:15]=1[C:16]1[N:17]=[CH:18][N:19]([C:21]2[CH:30]=[CH:29][C:24]([C:25]([O:27]C)=[O:26])=[CH:23][N:22]=2)[CH:20]=1, predict the reaction product. The product is: [F:4][C:5]1[CH:10]=[CH:9][CH:8]=[CH:7][C:6]=1[C:11]1[N:12]=[N:13][N:14]([CH3:31])[C:15]=1[C:16]1[N:17]=[CH:18][N:19]([C:21]2[CH:30]=[CH:29][C:24]([C:25]([OH:27])=[O:26])=[CH:23][N:22]=2)[CH:20]=1. (5) Given the reactants C(OC(=O)[NH:7][C:8]1[CH:13]=[C:12]([Cl:14])[C:11]([CH3:15])=[CH:10][C:9]=1[NH:16][C:17](=O)[CH2:18][C:19]([C:21]1C=C[CH:24]=[C:23]([C:27]2[CH:32]=[CH:31][N:30]=[C:29]([CH3:33])[CH:28]=2)[CH:22]=1)=O)(C)(C)C.[C:36](O)([C:38](F)(F)F)=[O:37], predict the reaction product. The product is: [Cl:14][C:12]1[C:11]([CH3:15])=[CH:10][C:9]2[N:16]=[C:17]([C:18]3[CH:19]=[CH:21][CH:22]=[C:23]([C:27]4[CH:32]=[CH:31][N:30]=[C:29]([CH3:33])[CH:28]=4)[CH:24]=3)[CH2:38][C:36](=[O:37])[NH:7][C:8]=2[CH:13]=1. (6) The product is: [CH2:1]([O:5][C:6]([C:8]1[N:9]=[C:10]([C:27]#[N:28])[C:11]2[C:16]([C:17]=1[OH:18])=[CH:15][CH:14]=[C:13]([S:19][CH:20]1[CH2:25][CH2:24][CH2:23][CH2:22][CH2:21]1)[CH:12]=2)=[O:7])[CH2:2][CH2:3][CH3:4]. Given the reactants [CH2:1]([O:5][C:6]([C:8]1[N:9]=[C:10](Br)[C:11]2[C:16]([C:17]=1[OH:18])=[CH:15][CH:14]=[C:13]([S:19][CH:20]1[CH2:25][CH2:24][CH2:23][CH2:22][CH2:21]1)[CH:12]=2)=[O:7])[CH2:2][CH2:3][CH3:4].[C:27]([Cu])#[N:28].Cl, predict the reaction product.